From a dataset of Forward reaction prediction with 1.9M reactions from USPTO patents (1976-2016). Predict the product of the given reaction. (1) The product is: [N:26]1[C:30]2[CH:31]=[CH:32][CH:33]=[CH:34][C:29]=2[NH:28][C:27]=1[O:1][CH2:2][CH2:3][N:4]1[CH2:9][CH2:8][N:7]([C:10]([O:12][C:13]([CH3:16])([CH3:15])[CH3:14])=[O:11])[CH2:6][CH2:5]1. Given the reactants [OH:1][CH2:2][CH2:3][N:4]1[CH2:9][CH2:8][N:7]([C:10]([O:12][C:13]([CH3:16])([CH3:15])[CH3:14])=[O:11])[CH2:6][CH2:5]1.[H-].[Na+].C([N:26]1[C:30]2[CH:31]=[CH:32][CH:33]=[CH:34][C:29]=2[N:28]=[C:27]1Cl)C1C=CC=CC=1, predict the reaction product. (2) Given the reactants [Cl:1][C:2]1[CH:3]=[C:4](B(O)O)[CH:5]=[CH:6][C:7]=1[F:8].FC(F)(F)S(O[C:18]1[CH:23]=[CH:22][C:21]([C@H:24]2[C:29]3=[N:30][S:31](=[O:35])(=[O:34])[CH2:32][CH2:33][N:28]3[CH2:27][CH2:26][CH2:25]2)=[CH:20][CH:19]=1)(=O)=O.C(=O)([O-])[O-].[Na+].[Na+], predict the reaction product. The product is: [Cl:1][C:2]1[CH:3]=[C:4]([C:18]2[CH:19]=[CH:20][C:21]([C@H:24]3[C:29]4=[N:30][S:31](=[O:35])(=[O:34])[CH2:32][CH2:33][N:28]4[CH2:27][CH2:26][CH2:25]3)=[CH:22][CH:23]=2)[CH:5]=[CH:6][C:7]=1[F:8]. (3) Given the reactants [CH3:1][C:2]1[N:3]=[C:4]([C:7]2[C:8](=[O:18])[NH:9][C:10](=[O:17])[N:11]([CH2:13][CH2:14][CH:15]=O)[CH:12]=2)[S:5][CH:6]=1.C(O)(=O)C.[F:23][C:24]([F:38])([F:37])[C:25]1[CH:30]=[CH:29][C:28]([C@:31]23[CH2:36][C@H:35]2[CH2:34][NH:33][CH2:32]3)=[CH:27][CH:26]=1.C(O[BH-](OC(=O)C)OC(=O)C)(=O)C.[Na+].C([O-])(O)=O.[Na+], predict the reaction product. The product is: [CH3:1][C:2]1[N:3]=[C:4]([C:7]2[C:8](=[O:18])[NH:9][C:10](=[O:17])[N:11]([CH2:13][CH2:14][CH2:15][N:33]3[CH2:34][C@H:35]4[C@:31]([C:28]5[CH:27]=[CH:26][C:25]([C:24]([F:23])([F:38])[F:37])=[CH:30][CH:29]=5)([CH2:36]4)[CH2:32]3)[CH:12]=2)[S:5][CH:6]=1. (4) The product is: [CH3:1][O:2][CH2:3][CH2:4][O:5][C:6]([N:8]1[C:14]2[CH:15]=[CH:16][C:17]([NH:19][C:21]3[N:26]=[C:25]([NH:27][C:28]4[C:29]([C:30](=[O:31])[NH:32][CH2:33][C:34]#[CH:35])=[CH:36][CH:37]=[CH:38][C:39]=4[F:40])[C:24]([Cl:41])=[CH:23][N:22]=3)=[CH:18][C:13]=2[O:12][CH2:11][CH2:10][CH2:9]1)=[O:7]. Given the reactants [CH3:1][O:2][CH2:3][CH2:4][O:5][C:6]([N:8]1[C:14]2[CH:15]=[CH:16][C:17]([NH2:19])=[CH:18][C:13]=2[O:12][CH2:11][CH2:10][CH2:9]1)=[O:7].Cl[C:21]1[N:26]=[C:25]([NH:27][C:28]2[C:39]([F:40])=[CH:38][CH:37]=[CH:36][C:29]=2[C:30]([NH:32][CH2:33][C:34]#[CH:35])=[O:31])[C:24]([Cl:41])=[CH:23][N:22]=1, predict the reaction product. (5) Given the reactants [NH:1]1[CH2:4][CH:3]([C:5]([OH:7])=[O:6])[CH2:2]1.[OH-].[Na+].COC(OC)OC.[Cl:17][C:18]1[CH:23]=[CH:22][C:21]([CH2:24][CH2:25][CH2:26][O:27][C:28]2[CH:29]=[C:30]3[C:35](=[CH:36][CH:37]=2)[CH:34]=[C:33]([CH:38]=O)[CH2:32][CH2:31]3)=[CH:20][CH:19]=1.[BH4-].[Na+].Cl.C(OCC)(=O)C, predict the reaction product. The product is: [Cl:17][C:18]1[CH:19]=[CH:20][C:21]([CH2:24][CH2:25][CH2:26][O:27][C:28]2[CH:29]=[C:30]3[C:35](=[CH:36][CH:37]=2)[CH:34]=[C:33]([CH2:38][N:1]2[CH2:4][CH:3]([C:5]([OH:7])=[O:6])[CH2:2]2)[CH2:32][CH2:31]3)=[CH:22][CH:23]=1. (6) Given the reactants [CH3:1][O:2][C:3]1[CH:4]=[C:5]2[C:10](=[CH:11][C:12]=1[O:13][CH3:14])[N:9]=[CH:8][CH:7]=[C:6]2[O:15][C:16]1[CH:21]=[CH:20][C:19]([NH:22][C:23]([C:25]2([C:28]([OH:30])=O)[CH2:27][CH2:26]2)=[O:24])=[CH:18][CH:17]=1.[F:31][C:32]1[CH:39]=[CH:38][C:35]([CH2:36][NH2:37])=[CH:34][CH:33]=1.CCN(C(C)C)C(C)C.CN(C(ON1N=NC2C=CC=NC1=2)=[N+](C)C)C.F[P-](F)(F)(F)(F)F, predict the reaction product. The product is: [CH3:1][O:2][C:3]1[CH:4]=[C:5]2[C:10](=[CH:11][C:12]=1[O:13][CH3:14])[N:9]=[CH:8][CH:7]=[C:6]2[O:15][C:16]1[CH:17]=[CH:18][C:19]([NH:22][C:23]([C:25]2([C:28]([NH:37][CH2:36][C:35]3[CH:38]=[CH:39][C:32]([F:31])=[CH:33][CH:34]=3)=[O:30])[CH2:27][CH2:26]2)=[O:24])=[CH:20][CH:21]=1. (7) Given the reactants Cl[C:2]1[C:3]2[C:10]3[CH2:11][CH2:12][CH:13]([C:15]([O:17][CH2:18][CH3:19])=[O:16])[CH2:14][C:9]=3[S:8][C:4]=2[N:5]=[CH:6][N:7]=1.[NH2:20][C:21]1[C:30]([O:31][CH3:32])=[CH:29][C:24]2[NH:25][C:26](=[O:28])[S:27][C:23]=2[CH:22]=1, predict the reaction product. The product is: [CH3:32][O:31][C:30]1[C:21]([NH:20][C:2]2[C:3]3[C:10]4[CH2:11][CH2:12][CH:13]([C:15]([O:17][CH2:18][CH3:19])=[O:16])[CH2:14][C:9]=4[S:8][C:4]=3[N:5]=[CH:6][N:7]=2)=[CH:22][C:23]2[S:27][C:26](=[O:28])[NH:25][C:24]=2[CH:29]=1. (8) Given the reactants [CH:1](NC(C)C)(C)C.C([Li])CCC.[O:13]1[C:17]2([CH2:22][CH2:21][CH:20]([C:23]([O:25][CH2:26][CH3:27])=[O:24])[CH2:19][CH2:18]2)[O:16][CH2:15][CH2:14]1.CI, predict the reaction product. The product is: [CH3:1][C:20]1([C:23]([O:25][CH2:26][CH3:27])=[O:24])[CH2:21][CH2:22][C:17]2([O:16][CH2:15][CH2:14][O:13]2)[CH2:18][CH2:19]1.